Dataset: Full USPTO retrosynthesis dataset with 1.9M reactions from patents (1976-2016). Task: Predict the reactants needed to synthesize the given product. (1) The reactants are: [Cl:1][C:2]1[CH:3]=[C:4]([CH:20]=[CH:21][CH:22]=1)[CH2:5][NH:6][C:7]([C:9]1[CH:17]=[C:16]2[C:12]([CH:13]=[N:14][NH:15]2)=[C:11]([O:18][CH3:19])[CH:10]=1)=[O:8].Br[CH2:24][CH2:25][N:26]1[CH:30]=[CH:29][CH:28]=[N:27]1.COC1C=CC=C2C=1C=NN2. Given the product [Cl:1][C:2]1[CH:3]=[C:4]([CH:20]=[CH:21][CH:22]=1)[CH2:5][NH:6][C:7]([C:9]1[CH:10]=[C:11]([O:18][CH3:19])[C:12]2[C:16]([CH:17]=1)=[N:15][N:14]([CH2:24][CH2:25][N:26]1[CH:30]=[CH:29][CH:28]=[N:27]1)[CH:13]=2)=[O:8], predict the reactants needed to synthesize it. (2) Given the product [Cl:1][C:2]1[C:29]([CH3:30])=[CH:28][C:5]([O:6][CH2:7][CH2:8][CH2:9][C:10]2[C:18]3[C:13](=[C:14]([C:33]4[C:34]([CH2:40][OH:41])=[N:35][N:36]([CH3:39])[C:37]=4[CH3:38])[CH:15]=[CH:16][CH:17]=3)[NH:12][CH:11]=2)=[CH:4][C:3]=1[CH3:31], predict the reactants needed to synthesize it. The reactants are: [Cl:1][C:2]1[C:29]([CH3:30])=[CH:28][C:5]([O:6][CH2:7][CH2:8][CH2:9][C:10]2[C:18]3[C:13](=[C:14](B4OC(C)(C)C(C)(C)O4)[CH:15]=[CH:16][CH:17]=3)[NH:12][CH:11]=2)=[CH:4][C:3]=1[CH3:31].Br[C:33]1[C:34]([CH2:40][OH:41])=[N:35][N:36]([CH3:39])[C:37]=1[CH3:38].[F-].[Cs+]. (3) Given the product [CH3:61][Si:60]([CH3:62])([CH3:63])[CH2:59][CH2:58][O:57][CH2:56][O:55][C:47]1[C:48]2[C:53](=[CH:52][CH:51]=[CH:50][CH:49]=2)[CH:54]=[C:45]([CH2:44][O:1][CH:2]2[CH:7]([C:8]3[CH:13]=[CH:12][C:11]([CH2:14][CH2:15][O:16][C:17]([C:18]4[CH:23]=[CH:22][CH:21]=[CH:20][CH:19]=4)([C:24]4[CH:25]=[CH:26][CH:27]=[CH:28][CH:29]=4)[C:30]4[CH:31]=[CH:32][CH:33]=[CH:34][CH:35]=4)=[CH:10][CH:9]=3)[CH2:6][CH2:5][N:4]([C:36]([O:38][C:39]([CH3:42])([CH3:41])[CH3:40])=[O:37])[CH2:3]2)[CH:46]=1, predict the reactants needed to synthesize it. The reactants are: [OH:1][CH:2]1[CH:7]([C:8]2[CH:13]=[CH:12][C:11]([CH2:14][CH2:15][O:16][C:17]([C:30]3[CH:35]=[CH:34][CH:33]=[CH:32][CH:31]=3)([C:24]3[CH:29]=[CH:28][CH:27]=[CH:26][CH:25]=3)[C:18]3[CH:23]=[CH:22][CH:21]=[CH:20][CH:19]=3)=[CH:10][CH:9]=2)[CH2:6][CH2:5][N:4]([C:36]([O:38][C:39]([CH3:42])([CH3:41])[CH3:40])=[O:37])[CH2:3]1.Cl[CH2:44][C:45]1[CH:46]=[C:47]([O:55][CH2:56][O:57][CH2:58][CH2:59][Si:60]([CH3:63])([CH3:62])[CH3:61])[C:48]2[C:53]([CH:54]=1)=[CH:52][CH:51]=[CH:50][CH:49]=2. (4) Given the product [C:4]([O:3][C:1]([N:8]1[CH2:13][CH2:12][CH:11]([NH:14][C:22]2[CH:27]=[CH:26][C:25]([N+:28]([O-:30])=[O:29])=[CH:24][N:23]=2)[CH2:10][CH2:9]1)=[O:2])([CH3:7])([CH3:6])[CH3:5], predict the reactants needed to synthesize it. The reactants are: [C:1]([N:8]1[CH2:13][CH2:12][CH:11]([NH2:14])[CH2:10][CH2:9]1)([O:3][C:4]([CH3:7])([CH3:6])[CH3:5])=[O:2].C(=O)([O-])[O-].[Na+].[Na+].Cl[C:22]1[CH:27]=[CH:26][C:25]([N+:28]([O-:30])=[O:29])=[CH:24][N:23]=1.